Dataset: Retrosynthesis with 50K atom-mapped reactions and 10 reaction types from USPTO. Task: Predict the reactants needed to synthesize the given product. (1) The reactants are: C=C[C@H]1CNCC[C@H]1CC[C@@H](O)c1ccnc2ccc(OC)cc12.C=O. Given the product C=C[C@H]1CN(C)CC[C@H]1CC[C@@H](O)c1ccnc2ccc(OC)cc12, predict the reactants needed to synthesize it. (2) Given the product O=C(Cc1ccc(Cl)c(Cl)c1)N1CCN(Cc2ccccc2)CC1CO, predict the reactants needed to synthesize it. The reactants are: O=C(O)Cc1ccc(Cl)c(Cl)c1.OCC1CN(Cc2ccccc2)CCN1. (3) Given the product Cc1cc(NS(=O)(=O)c2ccc(Br)s2)on1, predict the reactants needed to synthesize it. The reactants are: Cc1cc(N)on1.O=S(=O)(Cl)c1ccc(Br)s1. (4) Given the product Cc1c(Cl)c(C(=O)O)c2n(c1=O)CCC2, predict the reactants needed to synthesize it. The reactants are: CCOC(=O)c1c(Cl)c(C)c(=O)n2c1CCC2.